From a dataset of Tyrosyl-DNA phosphodiesterase HTS with 341,365 compounds. Binary Classification. Given a drug SMILES string, predict its activity (active/inactive) in a high-throughput screening assay against a specified biological target. (1) The drug is S=C(N(Cc1ccccc1)Cc1ccccc1)NC(=O)CC(C)C. The result is 0 (inactive). (2) The compound is S(=O)(=O)(N1CCN(CC1)c1nn2c(nnc2c2ccc(F)cc2)cc1)c1ccc(cc1)C. The result is 0 (inactive). (3) The drug is S(=O)(=O)(N1CCOCC1)c1ccc(NS(=O)(=O)c2c([N+]([O-])=O)cccc2)cc1. The result is 0 (inactive).